This data is from Full USPTO retrosynthesis dataset with 1.9M reactions from patents (1976-2016). The task is: Predict the reactants needed to synthesize the given product. (1) Given the product [Cl:20][C:19]1[C:14]([O:10][CH:5]([C:6]([F:9])([F:8])[F:7])[C:4]([F:12])([F:11])[F:3])=[N:15][CH:16]=[C:17]([N+:21]([O-:23])=[O:22])[CH:18]=1, predict the reactants needed to synthesize it. The reactants are: [H-].[Na+].[F:3][C:4]([F:12])([F:11])[CH:5]([OH:10])[C:6]([F:9])([F:8])[F:7].Cl[C:14]1[C:19]([Cl:20])=[CH:18][C:17]([N+:21]([O-:23])=[O:22])=[CH:16][N:15]=1. (2) The reactants are: FC1C=C(F)C=CC=1CNC1C(C2C=CC(F)=CC=2F)=CN=C([N:20]2[CH2:25][CH2:24][CH:23]([N:26]3[CH2:31][CH2:30][CH2:29][CH2:28][CH2:27]3)[CH2:22][CH2:21]2)N=1.ClC1N=C(NCC2C=CC(F)=CC=2F)C(C2C=CC(F)=CC=2F)=CN=1. Given the product [N:26]1([CH:23]2[CH2:24][CH2:25][NH:20][CH2:21][CH2:22]2)[CH2:31][CH2:30][CH2:29][CH2:28][CH2:27]1, predict the reactants needed to synthesize it. (3) Given the product [CH2:25]([O:32][CH2:33][C:34]([N:12]1[CH2:11][CH2:10][C:9]([C:3]2[CH:4]=[CH:5][C:6]([Cl:8])=[CH:7][C:2]=2[Cl:1])([OH:15])[CH2:14][CH2:13]1)=[O:35])[C:26]1[CH:31]=[CH:30][CH:29]=[CH:28][CH:27]=1, predict the reactants needed to synthesize it. The reactants are: [Cl:1][C:2]1[CH:7]=[C:6]([Cl:8])[CH:5]=[CH:4][C:3]=1[C:9]1([OH:15])[CH2:14][CH2:13][NH:12][CH2:11][CH2:10]1.C(N(C(C)C)CC)(C)C.[CH2:25]([O:32][CH2:33][C:34](Cl)=[O:35])[C:26]1[CH:31]=[CH:30][CH:29]=[CH:28][CH:27]=1. (4) Given the product [ClH:45].[ClH:45].[CH:29]12[NH:31][CH:26]([CH2:27][CH2:28]1)[CH2:25][CH:24]([CH2:23][NH:22][C:4]1[C:3]([C:1]#[N:2])=[CH:8][N:7]=[C:6]([NH:9][CH2:10][C:11]3[CH:16]=[CH:15][CH:14]=[CH:13][C:12]=3[O:17][C:18]([F:19])([F:20])[F:21])[N:5]=1)[CH2:30]2, predict the reactants needed to synthesize it. The reactants are: [C:1]([C:3]1[C:4]([NH:22][CH2:23][CH:24]2[CH2:30][CH:29]3[N:31](C(OC(C)(C)C)=O)[CH:26]([CH2:27][CH2:28]3)[CH2:25]2)=[N:5][C:6]([NH:9][CH2:10][C:11]2[CH:16]=[CH:15][CH:14]=[CH:13][C:12]=2[O:17][C:18]([F:21])([F:20])[F:19])=[N:7][CH:8]=1)#[N:2].O1CCOCC1.[ClH:45]. (5) Given the product [Cl:1][C:2]1[CH:7]=[CH:6][CH:5]=[C:4]([F:8])[C:3]=1[C:9](=[O:33])[CH2:10][C:11]1[CH:16]=[C:15]([C:17]2[N:21]([CH2:22][CH3:23])[N:20]=[C:19]([C:24]3[CH:29]=[N:28][CH:27]=[CH:26][N:25]=3)[N:18]=2)[CH:14]=[CH:13][C:12]=1[N+:30]([O-:32])=[O:31], predict the reactants needed to synthesize it. The reactants are: [Cl:1][C:2]1[CH:7]=[CH:6][CH:5]=[C:4]([F:8])[C:3]=1[CH:9]([OH:33])[CH2:10][C:11]1[CH:16]=[C:15]([C:17]2[N:21]([CH2:22][CH3:23])[N:20]=[C:19]([C:24]3[CH:29]=[N:28][CH:27]=[CH:26][N:25]=3)[N:18]=2)[CH:14]=[CH:13][C:12]=1[N+:30]([O-:32])=[O:31].CC(OI1(OC(C)=O)(OC(C)=O)OC(=O)C2C=CC=CC1=2)=O. (6) Given the product [CH3:35][C:30]1([CH3:36])[C:31]([CH3:34])([CH3:33])[O:32][B:28]([C:2]2[C:10]3[O:25][N:8]=[C:7]([NH:12][S:13]([CH3:16])(=[O:15])=[O:14])[C:6]=3[CH:5]=[CH:4][CH:3]=2)[O:29]1, predict the reactants needed to synthesize it. The reactants are: Br[C:2]1[CH:3]=[CH:4][CH:5]=[C:6]2[C:10]=1N(C)[N:8]=[C:7]2[NH:12][S:13]([CH3:16])(=[O:15])=[O:14].BrC1C2[O:25]N=C(N)C=2C=CC=1.[B:28]1([B:28]2[O:32][C:31]([CH3:34])([CH3:33])[C:30]([CH3:36])([CH3:35])[O:29]2)[O:32][C:31]([CH3:34])([CH3:33])[C:30]([CH3:36])([CH3:35])[O:29]1. (7) The reactants are: [CH2:1]([N:8]1[CH2:13][CH2:12][CH:11]([NH2:14])[CH2:10][CH2:9]1)[C:2]1[CH:7]=[CH:6][CH:5]=[CH:4][CH:3]=1.[CH2:15]([N:17]([CH2:27][CH3:28])[C:18](=[O:26])[C:19]1[CH:24]=[CH:23][C:22](Br)=[CH:21][CH:20]=1)[CH3:16].C1C=CC(P(C2C(C3C(P(C4C=CC=CC=4)C4C=CC=CC=4)=CC=C4C=3C=CC=C4)=C3C(C=CC=C3)=CC=2)C2C=CC=CC=2)=CC=1.CC(C)([O-])C.[Na+]. Given the product [CH2:1]([N:8]1[CH2:13][CH2:12][CH:11]([NH:14][C:22]2[CH:23]=[CH:24][C:19]([C:18]([N:17]([CH2:15][CH3:16])[CH2:27][CH3:28])=[O:26])=[CH:20][CH:21]=2)[CH2:10][CH2:9]1)[C:2]1[CH:3]=[CH:4][CH:5]=[CH:6][CH:7]=1, predict the reactants needed to synthesize it.